This data is from Forward reaction prediction with 1.9M reactions from USPTO patents (1976-2016). The task is: Predict the product of the given reaction. (1) Given the reactants [OH-].[Na+].[CH3:3][C:4]1[CH:9]=[CH:8][C:7]([C:10]2[C:11](=[O:26])[N:12]([CH2:20][C:21]([O:23]CC)=[O:22])[C:13]3([CH2:19][CH2:18][CH2:17][CH2:16][CH2:15]3)[N:14]=2)=[CH:6][CH:5]=1.O, predict the reaction product. The product is: [CH3:3][C:4]1[CH:5]=[CH:6][C:7]([C:10]2[C:11](=[O:26])[N:12]([CH2:20][C:21]([OH:23])=[O:22])[C:13]3([CH2:19][CH2:18][CH2:17][CH2:16][CH2:15]3)[N:14]=2)=[CH:8][CH:9]=1. (2) Given the reactants [OH-].[Li+].C[O:4][C:5](=[O:25])[CH2:6][C:7]1[C:8]([CH3:24])=[C:9]([S:16][C:17]2[CH:22]=[CH:21][C:20]([Cl:23])=[CH:19][CH:18]=2)[N:10]2[C:15]=1[CH:14]=[CH:13][CH:12]=[CH:11]2.Cl, predict the reaction product. The product is: [Cl:23][C:20]1[CH:21]=[CH:22][C:17]([S:16][C:9]2[N:10]3[C:15]([CH:14]=[CH:13][CH:12]=[CH:11]3)=[C:7]([CH2:6][C:5]([OH:25])=[O:4])[C:8]=2[CH3:24])=[CH:18][CH:19]=1. (3) Given the reactants [Cl:1][C:2]1[S:6][C:5]([C:7]([NH:9][CH2:10][C@@H:11]2[O:15][C:14](=[O:16])[N:13]([C:17]3[CH:22]=[CH:21][CH:20]=[CH:19][C:18]=3[N:23]3[CH2:28][CH2:27][NH:26][CH:25]=[N:24]3)[CH2:12]2)=[O:8])=[CH:4][CH:3]=1.[CH3:29][S:30]([OH:33])(=[O:32])=[O:31], predict the reaction product. The product is: [CH3:29][S:30]([OH:33])(=[O:32])=[O:31].[Cl:1][C:2]1[S:6][C:5]([C:7]([NH:9][CH2:10][C@@H:11]2[O:15][C:14](=[O:16])[N:13]([C:17]3[CH:22]=[CH:21][CH:20]=[CH:19][C:18]=3[N:23]3[CH2:28][CH2:27][NH:26][CH:25]=[N:24]3)[CH2:12]2)=[O:8])=[CH:4][CH:3]=1. (4) Given the reactants C[N:2](/[CH:4]=[C:5]1/[C:6](=O)[C:7]2[CH:8]=[N:9][C:10]([NH:15][CH3:16])=[N:11][C:12]=2[CH2:13][CH2:14]/1)[CH3:3].[CH3:18][O:19][C:20]1[CH:32]=[CH:31][C:23]([CH2:24][N:25]2C(N)=[CH:28][CH:27]=[N:26]2)=[CH:22][CH:21]=1, predict the reaction product. The product is: [CH3:18][O:19][C:20]1[CH:32]=[CH:31][C:23]([CH2:24][N:25]2[C:3]3[N:2]=[CH:4][C:5]4[CH2:14][CH2:13][C:12]5[N:11]=[C:10]([NH:15][CH3:16])[N:9]=[CH:8][C:7]=5[C:6]=4[C:28]=3[CH:27]=[N:26]2)=[CH:22][CH:21]=1.